Dataset: Full USPTO retrosynthesis dataset with 1.9M reactions from patents (1976-2016). Task: Predict the reactants needed to synthesize the given product. (1) Given the product [CH2:34]([C@@H:14]([CH2:13][CH2:12][C@H:8]([CH2:1][C:2]1[CH:3]=[CH:4][CH:5]=[CH:6][CH:7]=1)[C:9]([NH:41][C@H:42]1[CH2:48][CH2:47][S:46][C@H:45]2[CH2:49][CH2:50][C@@H:51]([C:53]([F:54])([F:56])[F:55])[CH2:52][N:44]2[C:43]1=[O:57])=[O:10])[C:15]([NH:17][C@H:18]1[CH2:24][CH2:23][CH2:22][CH2:21][N:20]([C:25]2[CH:30]=[CH:29][CH:28]=[CH:27][C:26]=2[O:31][CH3:32])[C:19]1=[O:33])=[O:16])[C:35]1[CH:40]=[CH:39][CH:38]=[CH:37][CH:36]=1, predict the reactants needed to synthesize it. The reactants are: [CH2:1]([C@@H:8]([CH2:12][CH2:13][C@H:14]([CH2:34][C:35]1[CH:40]=[CH:39][CH:38]=[CH:37][CH:36]=1)[C:15]([NH:17][C@H:18]1[CH2:24][CH2:23][CH2:22][CH2:21][N:20]([C:25]2[CH:30]=[CH:29][CH:28]=[CH:27][C:26]=2[O:31][CH3:32])[C:19]1=[O:33])=[O:16])[C:9](O)=[O:10])[C:2]1[CH:7]=[CH:6][CH:5]=[CH:4][CH:3]=1.[NH2:41][C@H:42]1[CH2:48][CH2:47][S:46][C@H:45]2[CH2:49][CH2:50][C@@H:51]([C:53]([F:56])([F:55])[F:54])[CH2:52][N:44]2[C:43]1=[O:57]. (2) Given the product [CH3:1][O:2][C:3]([C@H:5]1[CH2:10][CH2:9][C@H:8]([C:11](=[S:23])[NH2:12])[CH2:7][CH2:6]1)=[O:4], predict the reactants needed to synthesize it. The reactants are: [CH3:1][O:2][C:3]([C@H:5]1[CH2:10][CH2:9][C@H:8]([C:11](=O)[NH2:12])[CH2:7][CH2:6]1)=[O:4].COC1C=CC(P2(SP(C3C=CC(OC)=CC=3)(=S)S2)=[S:23])=CC=1. (3) Given the product [O:1]=[C:2]1[C:15]2[CH:14]=[CH:13][C:12]([C:16]([NH:25][C:22]([CH3:24])([C:21]([O:20][CH3:19])=[O:26])[CH3:23])=[O:18])=[CH:11][C:10]=2[NH:9][C:8]2[C:3]1=[CH:4][CH:5]=[CH:6][CH:7]=2, predict the reactants needed to synthesize it. The reactants are: [O:1]=[C:2]1[C:15]2[CH:14]=[CH:13][C:12]([C:16]([OH:18])=O)=[CH:11][C:10]=2[NH:9][C:8]2[C:3]1=[CH:4][CH:5]=[CH:6][CH:7]=2.[CH3:19][O:20][C:21](=[O:26])[C:22]([NH2:25])([CH3:24])[CH3:23]. (4) The reactants are: [CH3:1][S:2]([C:5]1[CH:25]=[CH:24][C:8]([CH2:9][N:10]2[CH:19]=[CH:18][C:17]3[C:12](=[CH:13][C:14]([C:20](O)=[O:21])=[CH:15][CH:16]=3)[C:11]2=[O:23])=[CH:7][CH:6]=1)(=[O:4])=[O:3].[CH3:26][O:27][C:28]1[CH:35]=[CH:34][C:31]([CH2:32][NH2:33])=[CH:30][CH:29]=1. Given the product [CH3:26][O:27][C:28]1[CH:35]=[CH:34][C:31]([CH2:32][NH:33][C:20]([C:14]2[CH:13]=[C:12]3[C:17]([CH:18]=[CH:19][N:10]([CH2:9][C:8]4[CH:7]=[CH:6][C:5]([S:2]([CH3:1])(=[O:4])=[O:3])=[CH:25][CH:24]=4)[C:11]3=[O:23])=[CH:16][CH:15]=2)=[O:21])=[CH:30][CH:29]=1, predict the reactants needed to synthesize it. (5) Given the product [F:1][C:2]1[CH:7]=[CH:6][C:5]([F:8])=[CH:4][C:3]=1[CH:9]1[C:21](=[O:22])[C:13]2[C:14]([C:17]([OH:19])=[O:18])=[CH:15][O:16][C:12]=2[CH2:11][CH2:10]1, predict the reactants needed to synthesize it. The reactants are: [F:1][C:2]1[CH:7]=[CH:6][C:5]([F:8])=[CH:4][C:3]=1[CH:9]1[C:21](=[O:22])[C:13]2[C:14]([C:17]([O:19]C)=[O:18])=[CH:15][O:16][C:12]=2[CH2:11][CH2:10]1.CC1(C)C(=O)C2C(C(OCC)=O)=COC=2CC1. (6) Given the product [F:36][C:37]1[CH:44]=[CH:43][C:40]([CH2:41][O:35][CH2:34][CH2:33][CH2:32][C:15]2[N:14]=[C:13]([C:9]3[CH:10]=[CH:11][CH:12]=[C:7]([CH2:1][CH2:2][CH2:3][CH2:4][CH2:5][CH3:6])[CH:8]=3)[N:17]([CH3:18])[C:16]=2[C:19]([N:21]2[CH2:26][CH2:25][CH:24]([N:27]3[CH2:31][CH2:30][CH2:29][CH2:28]3)[CH2:23][CH2:22]2)=[O:20])=[CH:39][CH:38]=1, predict the reactants needed to synthesize it. The reactants are: [CH2:1]([C:7]1[CH:8]=[C:9]([C:13]2[N:17]([CH3:18])[C:16]([C:19]([N:21]3[CH2:26][CH2:25][CH:24]([N:27]4[CH2:31][CH2:30][CH2:29][CH2:28]4)[CH2:23][CH2:22]3)=[O:20])=[C:15]([CH2:32][CH2:33][CH2:34][OH:35])[N:14]=2)[CH:10]=[CH:11][CH:12]=1)[CH2:2][CH2:3][CH2:4][CH2:5][CH3:6].[F:36][C:37]1[CH:44]=[CH:43][C:40]([CH2:41]Br)=[CH:39][CH:38]=1.[H-].[Na+]. (7) Given the product [Cl:11][C:8]1[CH:9]=[CH:10][C:5]2[N:6]([C:2]([C:17]3[CH:16]=[CH:15][N:14]=[C:13]([Cl:12])[CH:18]=3)=[CH:3][N:4]=2)[CH:7]=1, predict the reactants needed to synthesize it. The reactants are: Br[C:2]1[N:6]2[CH:7]=[C:8]([Cl:11])[CH:9]=[CH:10][C:5]2=[N:4][CH:3]=1.[Cl:12][C:13]1[CH:18]=[C:17](B(O)O)[CH:16]=[CH:15][N:14]=1.C([O-])([O-])=O.[Na+].[Na+]. (8) Given the product [Cl:27][CH2:12][C:3]1[CH:4]=[CH:5][C:6]([C:8]([F:11])([F:10])[F:9])=[CH:7][C:2]=1[CH3:1], predict the reactants needed to synthesize it. The reactants are: [CH3:1][C:2]1[CH:7]=[C:6]([C:8]([F:11])([F:10])[F:9])[CH:5]=[CH:4][C:3]=1[CH2:12]O.N1C=CC=CC=1.O1CCCC1.S(Cl)([Cl:27])=O. (9) Given the product [ClH:44].[ClH:44].[CH3:1][O:2][C:3]1[CH:4]=[C:5]2[CH2:11][CH2:10][N:9]([C:12]([C:14]3[CH:15]=[C:16]4[C:21](=[CH:22][C:23]=3[CH2:24][O:25][CH3:26])[N:20]3[C:27]([CH:30]5[CH2:34][CH2:33][O:32][CH2:31]5)=[N:28][CH:29]=[C:19]3[C:18](=[O:35])[NH:17]4)=[O:13])[C:6]2=[CH:7][N:8]=1, predict the reactants needed to synthesize it. The reactants are: [CH3:1][O:2][C:3]1[CH:4]=[C:5]2[CH2:11][CH2:10][N:9]([C:12]([C:14]3[CH:15]=[C:16]4[C:21](=[CH:22][C:23]=3[CH2:24][O:25][CH3:26])[N:20]3[C:27]([CH:30]5[CH2:34][CH2:33][O:32][CH2:31]5)=[N:28][CH:29]=[C:19]3[C:18](=[O:35])[NH:17]4)=[O:13])[C:6]2=[CH:7][N:8]=1.CO.C(OCC)(=O)C.[ClH:44]. (10) Given the product [NH2:1][C:2]1[C:10]([CH3:11])=[CH:9][C:8]([N:13]2[CH:17]=[N:16][CH:15]=[N:14]2)=[CH:7][C:3]=1[C:4]([OH:6])=[O:5], predict the reactants needed to synthesize it. The reactants are: [NH2:1][C:2]1[C:10]([CH3:11])=[CH:9][C:8](I)=[CH:7][C:3]=1[C:4]([OH:6])=[O:5].[NH:13]1[CH:17]=[N:16][CH:15]=[N:14]1.C([O-])([O-])=O.[Cs+].[Cs+].